Dataset: Reaction yield outcomes from USPTO patents with 853,638 reactions. Task: Predict the reaction yield, written as a fraction of the theoretical maximum amount of product (1.0 means a 100% yield; for example, 0.34 means a 34% yield). (1) The reactants are [NH:1]1[C:9]2[C:4](=[CH:5][CH:6]=[CH:7][CH:8]=2)[C:3]([C:10]([OH:12])=O)=[N:2]1.[CH3:13][NH:14][O:15][CH3:16].Cl.N1C=CC=CC=1.CCN=C=NCCCN(C)C.Cl. The catalyst is C1COCC1. The product is [CH3:16][O:15][N:14]([CH3:13])[C:10]([C:3]1[C:4]2[C:9](=[CH:8][CH:7]=[CH:6][CH:5]=2)[NH:1][N:2]=1)=[O:12]. The yield is 0.756. (2) The reactants are O[CH:2]1[O:6][C:5](=O)[CH:4]=[C:3]1[C:8]1[CH:13]=[CH:12][C:11]([O:14][CH3:15])=[CH:10][CH:9]=1.[CH3:16][NH:17][NH2:18]. The catalyst is C(O)C. The product is [CH3:15][O:14][C:11]1[CH:12]=[CH:13][C:8]([C:3]2[CH:2]=[N:18][N:17]([CH3:16])[C:5](=[O:6])[CH:4]=2)=[CH:9][CH:10]=1. The yield is 0.460. (3) The reactants are C(N(CC)CC)C.[C:8]([C:10]1[CH:11]=[N:12][C:13]([NH2:16])=[N:14][CH:15]=1)#[CH:9].I[C:18]1[CH:19]=[C:20]([CH:22]=[CH:23][C:24]=1[CH3:25])[NH2:21]. The catalyst is CN(C=O)C.Cl[Pd](Cl)([P](C1C=CC=CC=1)(C1C=CC=CC=1)C1C=CC=CC=1)[P](C1C=CC=CC=1)(C1C=CC=CC=1)C1C=CC=CC=1.[Cu]I. The product is [NH2:21][C:20]1[CH:19]=[CH:18][C:24]([CH3:25])=[C:23]([C:9]#[C:8][C:10]2[CH:11]=[N:12][C:13]([NH2:16])=[N:14][CH:15]=2)[CH:22]=1. The yield is 0.700. (4) The yield is 0.800. The catalyst is O1CCOCC1.C1C=CC([P]([Pd]([P](C2C=CC=CC=2)(C2C=CC=CC=2)C2C=CC=CC=2)([P](C2C=CC=CC=2)(C2C=CC=CC=2)C2C=CC=CC=2)[P](C2C=CC=CC=2)(C2C=CC=CC=2)C2C=CC=CC=2)(C2C=CC=CC=2)C2C=CC=CC=2)=CC=1. The product is [C:1]([O:5][C:6]([N:8]1[CH2:13][CH2:12][N:11]([C:14]([C:16]2[C:17]3[C:25](/[CH:26]=[CH:27]/[C:28]4[CH:33]=[CH:32][C:31]([Cl:34])=[CH:30][CH:29]=4)=[N:24][N:23]([CH:35]4[CH2:40][CH2:39][CH2:38][CH2:37][O:36]4)[C:18]=3[N:19]=[C:20]([C:45]3[CH:46]=[CH:47][C:42]([OH:41])=[CH:43][CH:44]=3)[CH:21]=2)=[O:15])[CH2:10][CH2:9]1)=[O:7])([CH3:2])([CH3:4])[CH3:3]. The reactants are [C:1]([O:5][C:6]([N:8]1[CH2:13][CH2:12][N:11]([C:14]([C:16]2[C:17]3[C:25](/[CH:26]=[CH:27]/[C:28]4[CH:33]=[CH:32][C:31]([Cl:34])=[CH:30][CH:29]=4)=[N:24][N:23]([CH:35]4[CH2:40][CH2:39][CH2:38][CH2:37][O:36]4)[C:18]=3[N:19]=[C:20](Cl)[CH:21]=2)=[O:15])[CH2:10][CH2:9]1)=[O:7])([CH3:4])([CH3:3])[CH3:2].[OH:41][C:42]1[CH:47]=[CH:46][C:45](B(O)O)=[CH:44][CH:43]=1.C(=O)([O-])[O-].[Cs+].[Cs+]. (5) The reactants are [NH2:1][C:2]1[CH:3]=[C:4]([CH:10]=[C:11]([I:18])[C:12]=1[O:13][CH2:14][CH2:15][CH2:16][CH3:17])[CH2:5][N:6]([OH:9])[CH:7]=[O:8].[C:19](=O)([O-])[O-].[K+].[K+].IC. The catalyst is CN(C=O)C. The product is [CH2:14]([O:13][C:12]1[C:2]([NH:1][CH3:19])=[CH:3][C:4]([CH2:5][N:6]([OH:9])[CH:7]=[O:8])=[CH:10][C:11]=1[I:18])[CH2:15][CH2:16][CH3:17]. The yield is 0.220.